This data is from Full USPTO retrosynthesis dataset with 1.9M reactions from patents (1976-2016). The task is: Predict the reactants needed to synthesize the given product. Given the product [ClH:30].[NH2:7][C@@H:8]1[C@@H:13]([OH:14])[C@H:12]([CH2:15][C:16]2[CH:17]=[C:18]([F:26])[C:19]([N+:23]([O-:25])=[O:24])=[C:20]([F:22])[CH:21]=2)[CH2:11][S:10](=[O:27])(=[O:28])[CH2:9]1, predict the reactants needed to synthesize it. The reactants are: C(OC(=O)[NH:7][C@@H:8]1[C@@H:13]([OH:14])[C@H:12]([CH2:15][C:16]2[CH:21]=[C:20]([F:22])[C:19]([N+:23]([O-:25])=[O:24])=[C:18]([F:26])[CH:17]=2)[CH2:11][S:10](=[O:28])(=[O:27])[CH2:9]1)(C)(C)C.[ClH:30].